From a dataset of NCI-60 drug combinations with 297,098 pairs across 59 cell lines. Regression. Given two drug SMILES strings and cell line genomic features, predict the synergy score measuring deviation from expected non-interaction effect. (1) Drug 1: CCC1(CC2CC(C3=C(CCN(C2)C1)C4=CC=CC=C4N3)(C5=C(C=C6C(=C5)C78CCN9C7C(C=CC9)(C(C(C8N6C)(C(=O)OC)O)OC(=O)C)CC)OC)C(=O)OC)O.OS(=O)(=O)O. Drug 2: CC1CCC2CC(C(=CC=CC=CC(CC(C(=O)C(C(C(=CC(C(=O)CC(OC(=O)C3CCCCN3C(=O)C(=O)C1(O2)O)C(C)CC4CCC(C(C4)OC)O)C)C)O)OC)C)C)C)OC. Cell line: NCI-H322M. Synergy scores: CSS=3.48, Synergy_ZIP=3.03, Synergy_Bliss=7.83, Synergy_Loewe=-0.908, Synergy_HSA=-0.699. (2) Drug 1: CC=C1C(=O)NC(C(=O)OC2CC(=O)NC(C(=O)NC(CSSCCC=C2)C(=O)N1)C(C)C)C(C)C. Drug 2: C1CC(=O)NC(=O)C1N2C(=O)C3=CC=CC=C3C2=O. Cell line: OVCAR3. Synergy scores: CSS=48.6, Synergy_ZIP=11.8, Synergy_Bliss=2.12, Synergy_Loewe=-39.9, Synergy_HSA=1.63. (3) Drug 1: CN1CCC(CC1)COC2=C(C=C3C(=C2)N=CN=C3NC4=C(C=C(C=C4)Br)F)OC. Drug 2: C1C(C(OC1N2C=NC3=C2NC=NCC3O)CO)O. Cell line: HCT116. Synergy scores: CSS=2.79, Synergy_ZIP=1.71, Synergy_Bliss=3.94, Synergy_Loewe=3.09, Synergy_HSA=3.10. (4) Drug 1: C1=CC(=CC=C1CC(C(=O)O)N)N(CCCl)CCCl.Cl. Drug 2: C1=CC=C(C(=C1)C(C2=CC=C(C=C2)Cl)C(Cl)Cl)Cl. Cell line: MCF7. Synergy scores: CSS=15.5, Synergy_ZIP=-3.81, Synergy_Bliss=1.68, Synergy_Loewe=-15.7, Synergy_HSA=1.06. (5) Drug 1: COC1=NC(=NC2=C1N=CN2C3C(C(C(O3)CO)O)O)N. Synergy scores: CSS=-1.33, Synergy_ZIP=3.52, Synergy_Bliss=6.50, Synergy_Loewe=0.291, Synergy_HSA=1.21. Cell line: SK-MEL-28. Drug 2: C(CN)CNCCSP(=O)(O)O.